This data is from Catalyst prediction with 721,799 reactions and 888 catalyst types from USPTO. The task is: Predict which catalyst facilitates the given reaction. (1) Reactant: C[O:2][C:3]1[N:8]=[CH:7][C:6]([NH:9][C:10](=[O:16])[O:11][C:12]([CH3:15])([CH3:14])[CH3:13])=[CH:5][CH:4]=1.[CH3:17]I. Product: [CH3:17][N:8]1[C:3](=[O:2])[CH:4]=[CH:5][C:6]([NH:9][C:10](=[O:16])[O:11][C:12]([CH3:15])([CH3:14])[CH3:13])=[CH:7]1. The catalyst class is: 5. (2) Reactant: Cl[CH2:2][CH2:3][N:4]([CH2:14][C:15]([F:18])([F:17])[F:16])[C:5](=O)[O:6]C1C=CC=CC=1.[NH2:19][NH2:20].O. Product: [NH2:19][N:20]1[CH2:2][CH2:3][N:4]([CH2:14][C:15]([F:18])([F:17])[F:16])[C:5]1=[O:6]. The catalyst class is: 8. (3) Reactant: [F:1][C:2]([F:30])([F:29])[C:3]1[CH:4]=[C:5]([NH:9][C:10]([C:12]2[C:16]3[CH:17]=[CH:18][C:19]([O:21]CC4C=CC=CC=4)=[CH:20][C:15]=3[O:14][N:13]=2)=[O:11])[CH:6]=[CH:7][CH:8]=1.CCCCCC. Product: [F:30][C:2]([F:1])([F:29])[C:3]1[CH:4]=[C:5]([NH:9][C:10]([C:12]2[C:16]3[CH:17]=[CH:18][C:19]([OH:21])=[CH:20][C:15]=3[O:14][N:13]=2)=[O:11])[CH:6]=[CH:7][CH:8]=1. The catalyst class is: 123. (4) Reactant: [Cl:1][C:2]1[C:3]([NH:23][C:24]2[CH:28]=[C:27]([CH3:29])[NH:26][N:25]=2)=[N:4][C:5]([NH:8][C:9]2[CH:14]=[C:13]([CH3:15])[C:12]([CH:16]3[CH2:21][CH2:20][CH2:19][CH2:18][NH:17]3)=[CH:11][C:10]=2[CH3:22])=[N:6][CH:7]=1.C(N(CC)CC)C.Br[CH2:38][C:39]([NH2:41])=[O:40]. Product: [Cl:1][C:2]1[C:3]([NH:23][C:24]2[CH:28]=[C:27]([CH3:29])[NH:26][N:25]=2)=[N:4][C:5]([NH:8][C:9]2[C:10]([CH3:22])=[CH:11][C:12]([CH:16]3[CH2:21][CH2:20][CH2:19][CH2:18][N:17]3[CH2:38][C:39]([NH2:41])=[O:40])=[C:13]([CH3:15])[CH:14]=2)=[N:6][CH:7]=1. The catalyst class is: 3.